This data is from Forward reaction prediction with 1.9M reactions from USPTO patents (1976-2016). The task is: Predict the product of the given reaction. (1) The product is: [C:6]([NH2:5])(=[O:10])[CH:7]=[CH2:8].[NH2:1][CH2:2][CH2:3][CH2:4][NH:5][C:6](=[O:10])[C:7]([CH3:9])=[CH2:8]. Given the reactants [NH2:1][CH2:2][CH2:3][CH2:4][NH:5][C:6](=[O:10])[C:7]([CH3:9])=[CH2:8].C(C1C=CC=CC=1C(Cl)=O)(=O)C1C=CC=CC=1, predict the reaction product. (2) Given the reactants Cl.[O:2]1[C:6]2[CH:7]=[CH:8][CH:9]=[C:10]([CH:11]3[CH2:16][CH2:15][N:14]([CH2:17][CH2:18][C@H:19]4[CH2:24][CH2:23][C@H:22]([NH2:25])[CH2:21][CH2:20]4)[CH2:13][CH2:12]3)[C:5]=2[O:4][CH2:3]1.[N:26]1([S:32](Cl)(=[O:34])=[O:33])[CH2:31][CH2:30][O:29][CH2:28][CH2:27]1, predict the reaction product. The product is: [O:2]1[C:6]2[CH:7]=[CH:8][CH:9]=[C:10]([CH:11]3[CH2:16][CH2:15][N:14]([CH2:17][CH2:18][C@H:19]4[CH2:20][CH2:21][C@H:22]([NH:25][S:32]([N:26]5[CH2:31][CH2:30][O:29][CH2:28][CH2:27]5)(=[O:34])=[O:33])[CH2:23][CH2:24]4)[CH2:13][CH2:12]3)[C:5]=2[O:4][CH2:3]1. (3) Given the reactants [CH3:1][O:2][CH:3]=[CH:4][C:5]1[CH:10]=[CH:9][CH:8]=[C:7]([N+:11]([O-])=O)[C:6]=1[O:14][CH2:15][C:16]([O:18]C)=O.[Cl-].[NH4+], predict the reaction product. The product is: [CH3:1][O:2][CH:3]=[CH:4][C:5]1[C:6]2[O:14][CH2:15][C:16](=[O:18])[NH:11][C:7]=2[CH:8]=[CH:9][CH:10]=1. (4) The product is: [Br-:13].[C:19]([CH2:18][CH2:17][CH2:16][CH2:15][CH2:14][NH+:3]1[C:4]2[C:9](=[CH:8][CH:7]=[CH:6][CH:5]=2)[C:10]([CH3:12])([CH3:11])[CH:2]1[CH3:1])([OH:21])=[O:20]. Given the reactants [CH3:1][C:2]1[C:10]([CH3:12])([CH3:11])[C:9]2[C:4](=[CH:5][CH:6]=[CH:7][CH:8]=2)[N:3]=1.[Br:13][CH2:14][CH2:15][CH2:16][CH2:17][CH2:18][C:19]([OH:21])=[O:20], predict the reaction product. (5) Given the reactants [NH2:1][C:2]1[CH:3]=[C:4]([CH:15]=[CH:16][C:17]=1[NH2:18])[C:5]([NH:7][C:8]1[CH:13]=[CH:12][CH:11]=[C:10]([Cl:14])[CH:9]=1)=[O:6].[CH3:19][C:20]1[CH:27]=[CH:26][CH:25]=[CH:24][C:21]=1[CH:22]=O, predict the reaction product. The product is: [Cl:14][C:10]1[CH:9]=[C:8]([NH:7][C:5]([C:4]2[CH:15]=[CH:16][C:17]3[N:18]=[C:19]([C:20]4[CH:27]=[CH:26][CH:25]=[CH:24][C:21]=4[CH3:22])[NH:1][C:2]=3[CH:3]=2)=[O:6])[CH:13]=[CH:12][CH:11]=1. (6) Given the reactants [Cl:1][C:2]1[CH:3]=[C:4]([C:30]2[CH2:31][CH2:32][C:33](=[O:36])[NH:34][N:35]=2)[CH:5]=[CH:6][C:7]=1[O:8][CH2:9][C:10]([N:12]1[CH2:17][CH2:16][CH:15]([NH:18][CH2:19][C@H:20]([OH:29])[CH2:21][O:22][C:23]2[CH:28]=[CH:27][CH:26]=[CH:25][CH:24]=2)[CH2:14][CH2:13]1)=[O:11].[F:37][C:38]([F:48])([F:47])[O:39]C1C=CC=CC=1O, predict the reaction product. The product is: [Cl:1][C:2]1[CH:3]=[C:4]([C:30]2[CH2:31][CH2:32][C:33](=[O:36])[NH:34][N:35]=2)[CH:5]=[CH:6][C:7]=1[O:8][CH2:9][C:10]([N:12]1[CH2:13][CH2:14][CH:15]([NH:18][CH2:19][C@H:20]([OH:29])[CH2:21][O:22][C:23]2[CH:24]=[CH:25][CH:26]=[CH:27][C:28]=2[O:39][C:38]([F:48])([F:47])[F:37])[CH2:16][CH2:17]1)=[O:11].